This data is from Peptide-MHC class II binding affinity with 134,281 pairs from IEDB. The task is: Regression. Given a peptide amino acid sequence and an MHC pseudo amino acid sequence, predict their binding affinity value. This is MHC class II binding data. The peptide sequence is GTVANGVLQTFMRMA. The MHC is DRB5_0101 with pseudo-sequence DRB5_0101. The binding affinity (normalized) is 0.494.